Dataset: Forward reaction prediction with 1.9M reactions from USPTO patents (1976-2016). Task: Predict the product of the given reaction. (1) Given the reactants [CH3:1][N:2]([CH3:18])[C:3]([C@@H:5]1[CH2:9][C@H:8]([OH:10])[CH2:7][N:6]1[C:11]([O:13][C:14]([CH3:17])([CH3:16])[CH3:15])=[O:12])=[O:4].[C:19]([O:22][CH2:23][CH2:24]Br)(=[O:21])[CH3:20], predict the reaction product. The product is: [CH3:1][N:2]([CH3:18])[C:3]([C@@H:5]1[CH2:9][C@@H:8]([O:10][CH2:20][C:19]([O:22][CH2:23][CH3:24])=[O:21])[CH2:7][N:6]1[C:11]([O:13][C:14]([CH3:15])([CH3:17])[CH3:16])=[O:12])=[O:4]. (2) Given the reactants [CH2:1]([N:8]([CH2:10][C:11]1[S:19][C:18]2[C:17]([N:20]3[CH2:25][CH2:24][O:23][CH2:22][CH2:21]3)=[N:16][C:15](Cl)=[N:14][C:13]=2[CH:12]=1)[CH3:9])[C:2]1[CH:7]=[CH:6][CH:5]=[CH:4][CH:3]=1.CC1(C)C(C)(C)OB([C:35]2[CH:36]=[N:37][C:38]([NH2:41])=[N:39][CH:40]=2)O1, predict the reaction product. The product is: [CH2:1]([N:8]([CH2:10][C:11]1[S:19][C:18]2[C:17]([N:20]3[CH2:25][CH2:24][O:23][CH2:22][CH2:21]3)=[N:16][C:15]([C:35]3[CH:36]=[N:37][C:38]([NH2:41])=[N:39][CH:40]=3)=[N:14][C:13]=2[CH:12]=1)[CH3:9])[C:2]1[CH:7]=[CH:6][CH:5]=[CH:4][CH:3]=1. (3) The product is: [OH:1][CH2:2][CH2:3][NH:4][C:5]([N:7]1[CH2:12][CH2:11][CH:10]([C:13]2[CH:18]=[CH:17][C:16]([NH:19][C:20]([C:22]3[NH:23][CH:24]=[C:25]([C:27]#[N:28])[N:26]=3)=[O:21])=[C:15]([CH:37]3[CH2:38][CH:39]=[CH:40][CH2:41][CH2:42]3)[CH:14]=2)[CH2:9][CH2:8]1)=[O:6]. Given the reactants [OH:1][CH2:2][CH2:3][NH:4][C:5]([N:7]1[CH2:12][CH2:11][CH:10]([C:13]2[CH:18]=[CH:17][C:16]([NH:19][C:20]([C:22]3[N:23](COCC[Si](C)(C)C)[CH:24]=[C:25]([C:27]#[N:28])[N:26]=3)=[O:21])=[C:15]([C:37]3[CH2:42][CH2:41][CH2:40][CH2:39][CH:38]=3)[CH:14]=2)[CH2:9][CH2:8]1)=[O:6].CCO.C(O)(C(F)(F)F)=O, predict the reaction product. (4) The product is: [CH3:32][NH:33][C:27]([C:19]1[C:18]2[C:13](=[CH:14][CH:15]=[CH:16][CH:17]=2)[N:12]=[C:11]([CH:9]([NH:8][C:6](=[O:7])[O:5][C:1]([CH3:2])([CH3:3])[CH3:4])[CH3:10])[C:20]=1[C:21]1[CH:26]=[CH:25][CH:24]=[CH:23][CH:22]=1)=[O:29]. Given the reactants [C:1]([O:5][C:6]([NH:8][CH:9]([C:11]1[C:20]([C:21]2[CH:26]=[CH:25][CH:24]=[CH:23][CH:22]=2)=[C:19]([C:27]([OH:29])=O)[C:18]2[C:13](=[CH:14][CH:15]=[CH:16][CH:17]=2)[N:12]=1)[CH3:10])=[O:7])([CH3:4])([CH3:3])[CH3:2].C1C[N:33]([P+](ON2N=NC3C=CC=CC2=3)(N2CCCC2)N2CCCC2)[CH2:32]C1.F[P-](F)(F)(F)(F)F.CCN(C(C)C)C(C)C.CN, predict the reaction product. (5) Given the reactants [Cl:1][C:2]1[CH:7]=[C:6](/[CH:8]=[CH:9]/[CH:10]([C:15]2[CH:20]=[C:19]([Cl:21])[C:18]([Cl:22])=[C:17]([Cl:23])[CH:16]=2)[C:11]([F:14])([F:13])[F:12])[CH:5]=[CH:4][C:3]=1[CH2:24][NH2:25].CCN(CC)CC.[CH3:33][N:34]([CH3:38])[C:35](Cl)=[O:36], predict the reaction product. The product is: [Cl:1][C:2]1[CH:7]=[C:6](/[CH:8]=[CH:9]/[CH:10]([C:15]2[CH:20]=[C:19]([Cl:21])[C:18]([Cl:22])=[C:17]([Cl:23])[CH:16]=2)[C:11]([F:14])([F:13])[F:12])[CH:5]=[CH:4][C:3]=1[CH2:24][NH:25][C:35](=[O:36])[N:34]([CH3:38])[CH3:33]. (6) Given the reactants [Br:1][C:2]1[CH:13]=[N:12][C:5]2=[N:6][C:7](Cl)=[C:8]([Cl:10])[N:9]=[C:4]2[C:3]=1[CH3:14].[CH3:15][N:16]1[CH2:21][CH2:20][NH:19][CH2:18][CH2:17]1, predict the reaction product. The product is: [Br:1][C:2]1[CH:13]=[N:12][C:5]2=[N:6][C:7]([N:19]3[CH2:20][CH2:21][N:16]([CH3:15])[CH2:17][CH2:18]3)=[C:8]([Cl:10])[N:9]=[C:4]2[C:3]=1[CH3:14].